This data is from Reaction yield outcomes from USPTO patents with 853,638 reactions. The task is: Predict the reaction yield, written as a fraction of the theoretical maximum amount of product (1.0 means a 100% yield; for example, 0.34 means a 34% yield). (1) The reactants are [BH4-].[Na+].C[O:4][C:5]([C:7]1[CH:12]=[C:11]([Br:13])[CH:10]=[CH:9][N:8]=1)=O. The catalyst is C(O)C. The product is [Br:13][C:11]1[CH:10]=[CH:9][N:8]=[C:7]([CH2:5][OH:4])[CH:12]=1. The yield is 0.940. (2) The reactants are [NH2:1][C:2]1[CH:11]=[CH:10][C:5]([C:6]([O:8][CH3:9])=[O:7])=[CH:4][CH:3]=1.[C:12]1([C:18]2[O:22][N:21]=[CH:20][C:19]=2[CH2:23][CH2:24][C:25](O)=[O:26])[CH:17]=[CH:16][CH:15]=[CH:14][CH:13]=1.O.ON1C2C=CC=CC=2N=N1.Cl.C(N=C=NCCCN(C)C)C. The catalyst is O.CN(C)C=O. The product is [CH3:9][O:8][C:6]([C:5]1[CH:4]=[CH:3][C:2]([NH:1][C:25](=[O:26])[CH2:24][CH2:23][C:19]2[CH:20]=[N:21][O:22][C:18]=2[C:12]2[CH:13]=[CH:14][CH:15]=[CH:16][CH:17]=2)=[CH:11][CH:10]=1)=[O:7]. The yield is 0.890. (3) The reactants are [Si]([O:8][CH2:9][C@@H:10]1[C@H:14]2[O:15][C:16]([CH3:19])([CH3:18])[O:17][C@H:13]2[C@H:12]([N:20]([CH3:28])[C:21]2[CH:26]=[C:25]([Cl:27])[N:24]=[CH:23][N:22]=2)[CH2:11]1)(C(C)(C)C)(C)C.[F-].C([N+](CCCC)(CCCC)CCCC)CCC. The catalyst is C1COCC1. The product is [Cl:27][C:25]1[N:24]=[CH:23][N:22]=[C:21]([N:20]([CH3:28])[C@H:12]2[C@@H:13]3[O:17][C:16]([CH3:18])([CH3:19])[O:15][C@@H:14]3[C@@H:10]([CH2:9][OH:8])[CH2:11]2)[CH:26]=1. The yield is 0.890. (4) The reactants are I[C:2]1[C:3](=[O:22])[NH:4][C:5](=[O:21])[N:6]([CH:20]=1)[C@@H:7]1[O:19][C@H:10]([CH2:11][O:12][C:13](=[O:18])[C:14]([CH3:17])([CH3:16])[CH3:15])[CH2:9][CH2:8]1.[CH:23]1[C:40]2=[C:41]3[C:30]([C:31]4[C:42]5[C:35](=[CH:36][CH:37]=[CH:38][C:39]2=5)[CH:34]=[CH:33][CH:32]=4)=[CH:29][CH:28]=[CH:27][C:26]3=[C:25]([C:43]#[CH:44])[CH:24]=1.CCN(CC)CC. The catalyst is CN(C=O)C.C1C=CC([P]([Pd]([P](C2C=CC=CC=2)(C2C=CC=CC=2)C2C=CC=CC=2)([P](C2C=CC=CC=2)(C2C=CC=CC=2)C2C=CC=CC=2)[P](C2C=CC=CC=2)(C2C=CC=CC=2)C2C=CC=CC=2)(C2C=CC=CC=2)C2C=CC=CC=2)=CC=1.[Cu]I. The product is [CH:23]1[C:40]2=[C:41]3[C:30]([C:31]4[C:42]5[C:35](=[CH:36][CH:37]=[CH:38][C:39]2=5)[CH:34]=[CH:33][CH:32]=4)=[CH:29][CH:28]=[CH:27][C:26]3=[C:25]([C:43]#[C:44][C:2]2[C:3](=[O:22])[NH:4][C:5](=[O:21])[N:6]([CH:20]=2)[C@@H:7]2[O:19][C@H:10]([CH2:11][O:12][C:13](=[O:18])[C:14]([CH3:17])([CH3:16])[CH3:15])[CH2:9][CH2:8]2)[CH:24]=1. The yield is 0.960. (5) The reactants are C[O:2][C:3](=[O:23])[CH:4]([C:12]1[CH:17]=[CH:16][C:15]([S:18]([CH3:21])(=[O:20])=[O:19])=[C:14]([Cl:22])[CH:13]=1)[CH2:5][CH:6]1[CH2:11][CH2:10][O:9][CH2:8][CH2:7]1.[OH-].[K+]. The product is [Cl:22][C:14]1[CH:13]=[C:12]([CH:4]([CH2:5][CH:6]2[CH2:11][CH2:10][O:9][CH2:8][CH2:7]2)[C:3]([OH:23])=[O:2])[CH:17]=[CH:16][C:15]=1[S:18]([CH3:21])(=[O:19])=[O:20]. The yield is 0.920. The catalyst is C(O)C.O. (6) The reactants are Br[C:2]1[CH:3]=[CH:4][C:5]2[O:9][CH:8]([C:10]([N:12]3[CH2:17][CH2:16][N:15]([CH3:18])[CH2:14][CH2:13]3)=[O:11])[CH2:7][C:6]=2[CH:19]=1.[CH3:20][C:21]1([CH3:37])[C:25]([CH3:27])([CH3:26])[O:24][B:23]([B:23]2[O:24][C:25]([CH3:27])([CH3:26])[C:21]([CH3:37])([CH3:20])[O:22]2)[O:22]1.C([O-])(=O)C.[K+].ClCCl. The catalyst is O1CCOCC1.C1(P(C2C=CC=CC=2)[C-]2C=CC=C2)C=CC=CC=1.[C-]1(P(C2C=CC=CC=2)C2C=CC=CC=2)C=CC=C1.[Fe+2]. The product is [CH3:18][N:15]1[CH2:16][CH2:17][N:12]([C:10]([CH:8]2[CH2:7][C:6]3[CH:19]=[C:2]([B:23]4[O:24][C:25]([CH3:27])([CH3:26])[C:21]([CH3:37])([CH3:20])[O:22]4)[CH:3]=[CH:4][C:5]=3[O:9]2)=[O:11])[CH2:13][CH2:14]1. The yield is 0.860. (7) The reactants are Br[C:2]1[CH:10]=[CH:9][C:5]([C:6]([OH:8])=[O:7])=[C:4]([O:11][C:12]([F:15])([F:14])[F:13])[CH:3]=1.[CH:16]([B-](F)(F)F)=[CH2:17].[K+].C(=O)([O-])[O-].[K+].[K+]. The catalyst is CS(C)=O.O. The product is [F:13][C:12]([F:15])([F:14])[O:11][C:4]1[CH:3]=[C:2]([CH:16]=[CH2:17])[CH:10]=[CH:9][C:5]=1[C:6]([OH:8])=[O:7]. The yield is 0.470.